Dataset: Reaction yield outcomes from USPTO patents with 853,638 reactions. Task: Predict the reaction yield, written as a fraction of the theoretical maximum amount of product (1.0 means a 100% yield; for example, 0.34 means a 34% yield). (1) The reactants are [C:1]([C:5]1[S:9][C:8]([C:10]([NH:12][C@@H:13]([CH2:24][C:25]2[CH:30]=[CH:29][C:28]([C:31]3[N:36]=[CH:35][C:34]([C:37]4[CH:42]=[CH:41][C:40]([O:43][CH2:44][CH2:45][CH2:46][CH2:47][CH2:48][CH2:49][CH3:50])=[CH:39][CH:38]=4)=[CH:33][N:32]=3)=[CH:27][CH:26]=2)[C:14]([N:16]2[CH2:19][CH:18]([C:20]([O:22]C)=[O:21])[CH2:17]2)=[O:15])=[O:11])=[CH:7][CH:6]=1)([CH3:4])([CH3:3])[CH3:2].S(=O)(=O)(O)O. The catalyst is C1COCC1.O. The product is [C:1]([C:5]1[S:9][C:8]([C:10]([NH:12][C@@H:13]([CH2:24][C:25]2[CH:30]=[CH:29][C:28]([C:31]3[N:36]=[CH:35][C:34]([C:37]4[CH:42]=[CH:41][C:40]([O:43][CH2:44][CH2:45][CH2:46][CH2:47][CH2:48][CH2:49][CH3:50])=[CH:39][CH:38]=4)=[CH:33][N:32]=3)=[CH:27][CH:26]=2)[C:14]([N:16]2[CH2:19][CH:18]([C:20]([OH:22])=[O:21])[CH2:17]2)=[O:15])=[O:11])=[CH:7][CH:6]=1)([CH3:4])([CH3:3])[CH3:2]. The yield is 0.700. (2) The product is [CH3:9][O:8][C:7]1[CH:6]=[CH:5][CH:4]=[C:3]2[C:2]=1[N:1]=[C:18]([C:21]1[S:25][C:24]([CH2:26][C:27]([NH2:29])=[O:28])=[CH:23][CH:22]=1)[CH:19]=[C:10]2[C:12]1[CH:17]=[CH:16][CH:15]=[CH:14][CH:13]=1. The catalyst is C(OCC)(=O)C. The reactants are [NH2:1][C:2]1[C:7]([O:8][CH3:9])=[CH:6][CH:5]=[CH:4][C:3]=1[C:10]([C:12]1[CH:17]=[CH:16][CH:15]=[CH:14][CH:13]=1)=O.[C:18]([C:21]1[S:25][C:24]([CH2:26][C:27]([NH2:29])=[O:28])=[CH:23][CH:22]=1)(=O)[CH3:19].C(O)(=O)CC(CC(O)=O)(C(O)=O)O. The yield is 0.140.